Dataset: Reaction yield outcomes from USPTO patents with 853,638 reactions. Task: Predict the reaction yield, written as a fraction of the theoretical maximum amount of product (1.0 means a 100% yield; for example, 0.34 means a 34% yield). (1) The catalyst is CN(C=O)C. The yield is 0.657. The reactants are [NH2:1][C:2]1[N:6]([C:7]2[CH:8]=[C:9]([CH:16]=[CH:17][C:18]=2[CH3:19])[C:10]([NH:12][CH:13]2[CH2:15][CH2:14]2)=[O:11])[N:5]=[C:4](OCC)[C:3]=1[C:23](=[O:30])[C:24]1[CH:29]=[CH:28][CH:27]=[CH:26][CH:25]=1.CCN=C=NCCCN(C)C.C1C=CC2N(O)N=NC=2C=1.C(N(C(C)C)CC)(C)C.C1(N)CC1. The product is [NH2:1][C:2]1[N:6]([C:7]2[CH:8]=[C:9]([CH:16]=[CH:17][C:18]=2[CH3:19])[C:10]([NH:12][CH:13]2[CH2:14][CH2:15]2)=[O:11])[N:5]=[CH:4][C:3]=1[C:23](=[O:30])[C:24]1[CH:25]=[CH:26][CH:27]=[CH:28][CH:29]=1. (2) The yield is 0.830. The product is [CH3:17][C:16]1[O:15][N:14]=[C:13]([C:18]2[CH:23]=[CH:22][N:21]=[CH:20][N:19]=2)[C:12]=1[CH2:11][O:10][C:7]1[CH:8]=[CH:9][C:4]([C:3]([OH:24])=[O:2])=[CH:5][N:6]=1. The reactants are C[O:2][C:3](=[O:24])[C:4]1[CH:9]=[CH:8][C:7]([O:10][CH2:11][C:12]2[C:13]([C:18]3[CH:23]=[CH:22][N:21]=[CH:20][N:19]=3)=[N:14][O:15][C:16]=2[CH3:17])=[N:6][CH:5]=1.COC(=O)C1C=CC(OCC2C(C3C=CC=CN=3)=NOC=2C)=NC=1. No catalyst specified. (3) The reactants are [C:1]([O:13][CH3:14])(=[O:12])[C:2]1[CH:11]=[CH:10][C:5]([C:6]([O:8]C)=O)=[CH:4][CH:3]=1.[CH2:15]([Mg]Br)[CH3:16]. The catalyst is CC(C)[O-].[Ti+4].CC(C)[O-].CC(C)[O-].CC(C)[O-].CCOCC. The product is [OH:8][C:6]1([C:5]2[CH:4]=[CH:3][C:2]([C:1]([O:13][CH3:14])=[O:12])=[CH:11][CH:10]=2)[CH2:16][CH2:15]1. The yield is 0.250. (4) The reactants are C([O-])([O-])=O.[K+].[K+].[CH3:7][C@@H:8]1[CH2:13][NH:12][CH2:11][CH2:10][NH:9]1.[Cl:14][C:15]1[N:16]=[N:17][C:18](Cl)=[C:19]([CH3:22])[C:20]=1[CH3:21]. The catalyst is CN(C=O)C. The product is [Cl:14][C:15]1[N:16]=[N:17][C:18]([N:12]2[CH2:11][CH2:10][NH:9][C@H:8]([CH3:7])[CH2:13]2)=[C:19]([CH3:22])[C:20]=1[CH3:21]. The yield is 0.490.